Predict the reaction yield, written as a fraction of the theoretical maximum amount of product (1.0 means a 100% yield; for example, 0.34 means a 34% yield). From a dataset of Reaction yield outcomes from USPTO patents with 853,638 reactions. (1) The reactants are [O-]P([O-])([O-])=O.[K+].[K+].[K+].[CH2:9]([NH2:16])[C:10]1[CH:15]=[CH:14][CH:13]=[CH:12][CH:11]=1.I[C:18]1[CH:26]=[CH:25][CH:24]=[CH:23][C:19]=1[C:20]([OH:22])=[O:21].C(O)CO. The catalyst is [Cu]I.CC(O)C. The product is [CH2:9]([NH:16][C:18]1[CH:26]=[CH:25][CH:24]=[CH:23][C:19]=1[C:20]([OH:22])=[O:21])[C:10]1[CH:15]=[CH:14][CH:13]=[CH:12][CH:11]=1. The yield is 0.710. (2) The reactants are C([O:3][C:4](=[O:32])[CH2:5][C:6]([CH3:31])([CH3:30])[CH2:7][N:8]1[C:27](=[S:28])[N:11]2[C:12]3[CH:13]=[C:14]([C:18]4[CH:23]=[CH:22][C:21]([N+:24]([O-:26])=[O:25])=[CH:20][CH:19]=4)[O:15][C:16]=3[CH:17]=[C:10]2[C:9]1=[O:29])C.O. The catalyst is FC(F)(F)C(O)=O. The product is [CH3:30][C:6]([CH3:31])([CH2:7][N:8]1[C:27](=[S:28])[N:11]2[C:12]3[CH:13]=[C:14]([C:18]4[CH:19]=[CH:20][C:21]([N+:24]([O-:26])=[O:25])=[CH:22][CH:23]=4)[O:15][C:16]=3[CH:17]=[C:10]2[C:9]1=[O:29])[CH2:5][C:4]([OH:32])=[O:3]. The yield is 0.830.